This data is from Reaction yield outcomes from USPTO patents with 853,638 reactions. The task is: Predict the reaction yield, written as a fraction of the theoretical maximum amount of product (1.0 means a 100% yield; for example, 0.34 means a 34% yield). (1) The reactants are [NH2:1][CH2:2][C:3]1[CH:8]=[CH:7][CH:6]=[C:5]2[N:9]([C:24]3[C:25]4[C@H:32]([CH3:33])[CH2:31][CH2:30][C:26]=4[N:27]=[CH:28][N:29]=3)[CH2:10][C:11]3([CH2:16][CH2:15][N:14]([C:17](OC(C)(C)C)=O)[CH2:13][CH2:12]3)[C:4]=12.[BH-](O[C:44]([CH3:46])=O)(OC(C)=O)OC(C)=O.[Na+]. The catalyst is C1COCC1.ClCCCl.C(Cl)Cl. The product is [CH2:17]([N:14]1[CH2:13][CH2:12][C:11]2([C:4]3[C:5](=[CH:6][CH:7]=[CH:8][C:3]=3[CH2:2][NH:1][CH:46]3[CH2:44][CH2:12][CH2:11][CH2:10]3)[N:9]([C:24]3[C:25]4[C@H:32]([CH3:33])[CH2:31][CH2:30][C:26]=4[N:27]=[CH:28][N:29]=3)[CH2:10]2)[CH2:16][CH2:15]1)[C:3]1[CH:8]=[CH:7][CH:6]=[CH:5][CH:4]=1. The yield is 0.980. (2) The reactants are [CH3:1][N:2]([CH3:18])[S:3]([NH:6][C:7]([C:9]1[CH:17]=[C:16]2[C:12]([CH:13]=[CH:14][NH:15]2)=[CH:11][CH:10]=1)=[O:8])(=[O:5])=[O:4].[C:19]1(=O)[CH2:24][CH2:23][CH2:22][CH2:21][CH2:20]1.C([SiH](CC)CC)C.FC(F)(F)C(O)=O. The catalyst is C1CCCCC1.C1(C)C=CC=CC=1. The product is [CH:19]1([C:13]2[C:12]3[C:16](=[CH:17][C:9]([C:7]([NH:6][S:3](=[O:4])(=[O:5])[N:2]([CH3:18])[CH3:1])=[O:8])=[CH:10][CH:11]=3)[NH:15][CH:14]=2)[CH2:24][CH2:23][CH2:22][CH2:21][CH2:20]1. The yield is 0.800. (3) The reactants are Br[C:2]1[CH:7]=[CH:6][C:5]([Cl:8])=[CH:4][CH:3]=1.C([Li])CCC.[CH3:14][CH:15]1[C:20](=[O:21])[CH2:19][CH2:18][N:17]([C:22]([O:24][C:25]([CH3:28])([CH3:27])[CH3:26])=[O:23])[CH2:16]1. The catalyst is C1COCC1. The product is [Cl:8][C:5]1[CH:6]=[CH:7][C:2]([C:20]2([OH:21])[CH2:19][CH2:18][N:17]([C:22]([O:24][C:25]([CH3:27])([CH3:26])[CH3:28])=[O:23])[CH2:16][CH:15]2[CH3:14])=[CH:3][CH:4]=1. The yield is 0.830. (4) The reactants are [CH3:1][S:2]([N:5]1[C:9]([C:10]2[CH:15]=[CH:14][CH:13]=[CH:12][CH:11]=2)=[CH:8][C:7]([CH:16]=O)=[CH:6]1)(=[O:4])=[O:3].C([CH2:25][NH2:26])C1C=CC=CC=1.C(O[BH-](OC(=O)C)OC(=O)C)(=O)C.[Na+].C(=O)([O-])O.[Na+]. The catalyst is O1CCCC1. The product is [CH3:1][S:2]([N:5]1[C:9]([C:10]2[CH:15]=[CH:14][CH:13]=[CH:12][CH:11]=2)=[CH:8][C:7]([CH2:16][NH:26][CH3:25])=[CH:6]1)(=[O:4])=[O:3]. The yield is 0.370.